From a dataset of Reaction yield outcomes from USPTO patents with 853,638 reactions. Predict the reaction yield, written as a fraction of the theoretical maximum amount of product (1.0 means a 100% yield; for example, 0.34 means a 34% yield). (1) The reactants are Br[C:2]1[CH:7]=[CH:6][CH:5]=[C:4]([CH2:8][F:9])[N:3]=1.[CH2:10]([C:14]1[CH:23]=[N:22][C:21]2[C:16](=[CH:17][C:18]([F:25])=[C:19]([F:24])[CH:20]=2)[N:15]=1)[CH2:11][C:12]#[CH:13]. No catalyst specified. The product is [F:24][C:19]1[CH:20]=[C:21]2[C:16](=[CH:17][C:18]=1[F:25])[N:15]=[C:14]([CH2:10][CH2:11][C:12]#[C:13][C:2]1[CH:7]=[CH:6][CH:5]=[C:4]([CH2:8][F:9])[N:3]=1)[CH:23]=[N:22]2. The yield is 0.140. (2) The reactants are [CH3:1][CH2:2][CH2:3][N:4]([C@@H:12]1[CH2:17][C:16]2[CH:18]=[CH:19][CH:20]=[C:21]([OH:22])[C:15]=2[CH2:14][CH2:13]1)[CH2:5][CH2:6][C:7]1[S:11][CH:10]=[CH:9][CH:8]=1.Cl.ClCCl.O.C(=O)(O)[O-].[Na+]. The catalyst is CCCCCC. The product is [CH3:1][CH2:2][CH2:3][N:4]([C@@H:12]1[CH2:17][C:16]2[CH:18]=[CH:19][CH:20]=[C:21]([OH:22])[C:15]=2[CH2:14][CH2:13]1)[CH2:5][CH2:6][C:7]1[S:11][CH:10]=[CH:9][CH:8]=1. The yield is 0.940. (3) The product is [CH3:22][C:17]1([CH3:23])[C:18]([CH3:21])([CH3:20])[O:19][B:15]([C:2]2[CH:7]=[CH:6][C:5]([N:8]3[CH2:14][C:10]4([CH2:13][O:12][CH2:11]4)[CH2:9]3)=[CH:4][CH:3]=2)[O:16]1. The reactants are I[C:2]1[CH:7]=[CH:6][C:5]([N:8]2[CH2:14][C:10]3([CH2:13][O:12][CH2:11]3)[CH2:9]2)=[CH:4][CH:3]=1.[B:15]1([B:15]2[O:19][C:18]([CH3:21])([CH3:20])[C:17]([CH3:23])([CH3:22])[O:16]2)[O:19][C:18]([CH3:21])([CH3:20])[C:17]([CH3:23])([CH3:22])[O:16]1.CC([O-])=O.[K+]. The yield is 0.600. The catalyst is C1C=CC(P(C2C=CC=CC=2)[C-]2C=CC=C2)=CC=1.C1C=CC(P(C2C=CC=CC=2)[C-]2C=CC=C2)=CC=1.Cl[Pd]Cl.[Fe+2].CS(C)=O. (4) The reactants are Br[C:2]1[O:6][C:5]([C:7]([O:9][CH3:10])=[O:8])=[CH:4][CH:3]=1.C(=O)([O-])[O-].[K+].[K+].O1CCO[CH2:19][CH2:18]1. The catalyst is O.CC(C)([P](C(C)(C)C)([Pd][P](C(C)(C)C)(C(C)(C)C)C(C)(C)C)C(C)(C)C)C. The product is [CH:18]([C:2]1[O:6][C:5]([C:7]([O:9][CH3:10])=[O:8])=[CH:4][CH:3]=1)=[CH2:19]. The yield is 0.580. (5) The reactants are [NH2:1][C:2]1[C:10]([CH3:11])=[C:9]([O:12][CH3:13])[CH:8]=[CH:7][C:3]=1[C:4]([NH2:6])=[O:5].[C:14]([NH2:22])(=O)[C:15]1[CH:20]=[CH:19][CH:18]=C[CH:16]=1.Cl.C(Cl)C1C=CC=NC=1. No catalyst specified. The product is [CH3:13][O:12][C:9]1[C:10]([CH3:11])=[C:2]2[C:3]([C:4]([OH:5])=[N:6][C:16]([C:15]3[CH:14]=[N:22][CH:18]=[CH:19][CH:20]=3)=[N:1]2)=[CH:7][CH:8]=1. The yield is 0.920. (6) The reactants are [OH:1][CH:2]([C:6]([O:19][CH3:20])([C:13]1[CH:18]=[CH:17][CH:16]=[CH:15][CH:14]=1)[C:7]1[CH:12]=[CH:11][CH:10]=[CH:9][CH:8]=1)[C:3]([OH:5])=[O:4].[NH2:21][C@H:22]([C:26]([OH:28])=[O:27])[CH:23]([CH3:25])[CH3:24]. The catalyst is O.CC(O)C. The product is [OH:1][C@@H:2]([C:6]([O:19][CH3:20])([C:7]1[CH:12]=[CH:11][CH:10]=[CH:9][CH:8]=1)[C:13]1[CH:18]=[CH:17][CH:16]=[CH:15][CH:14]=1)[C:3]([OH:5])=[O:4].[NH2:21][C@H:22]([C:26]([OH:28])=[O:27])[CH:23]([CH3:25])[CH3:24]. The yield is 0.400. (7) The reactants are [F:1][C:2]([F:7])([F:6])[C:3](O)=[O:4].[CH2:8]([N:15]1[CH2:22][C:19]2([CH2:21][CH2:20]2)[NH:18][CH2:17][CH2:16]1)[C:9]1[CH:14]=[CH:13][CH:12]=[CH:11][CH:10]=1.C(N(CC)CC)C.C(=O)(O)[O-].[Na+]. The catalyst is C(Cl)(Cl)Cl.C(Cl)Cl. The product is [CH2:8]([N:15]1[CH2:22][C:19]2([CH2:21][CH2:20]2)[N:18]([C:3](=[O:4])[C:2]([F:7])([F:6])[F:1])[CH2:17][CH2:16]1)[C:9]1[CH:14]=[CH:13][CH:12]=[CH:11][CH:10]=1. The yield is 1.00. (8) The reactants are [N+:1]([C:4]1[CH:5]=[CH:6][C:7]2[S:11][N:10]=[CH:9][C:8]=2[CH:12]=1)([O-])=O.CC(O)=O. The catalyst is O.CCOC(C)=O.[Fe]. The product is [NH2:1][C:4]1[CH:5]=[CH:6][C:7]2[S:11][N:10]=[CH:9][C:8]=2[CH:12]=1. The yield is 0.850.